This data is from Full USPTO retrosynthesis dataset with 1.9M reactions from patents (1976-2016). The task is: Predict the reactants needed to synthesize the given product. (1) Given the product [C:16]1([C:2]2[NH:14][C:5]3[C:4]([CH:3]=2)=[CH:9][CH:8]=[C:7]([C:10]([F:13])([F:12])[F:11])[CH:6]=3)[CH:21]=[CH:20][CH:19]=[CH:18][CH:17]=1, predict the reactants needed to synthesize it. The reactants are: Br[C:2](Br)=[CH:3][C:4]1[CH:9]=[CH:8][C:7]([C:10]([F:13])([F:12])[F:11])=[CH:6][C:5]=1[NH2:14].[C:16]1(B(O)O)[CH:21]=[CH:20][CH:19]=[CH:18][CH:17]=1.[O-]P([O-])([O-])=O.[K+].[K+].[K+].O. (2) Given the product [Cl:18][C:15]1[C:16](=[O:17])[N:11]([C:6]2[CH:5]=[C:4]([CH:9]=[CH:8][C:7]=2[CH3:10])[C:3]([N:49]([O:50][CH3:35])[CH3:48])=[O:32])[C:12]([CH3:31])=[N:13][C:14]=1[O:19][CH2:20][C:21]1[CH:26]=[CH:25][CH:24]=[C:23]([C:27]([F:30])([F:28])[F:29])[N:22]=1, predict the reactants needed to synthesize it. The reactants are: CO[C:3](=[O:32])[C:4]1[CH:9]=[CH:8][C:7]([CH3:10])=[C:6]([N:11]2[C:16](=[O:17])[C:15]([Cl:18])=[C:14]([O:19][CH2:20][C:21]3[CH:26]=[CH:25][CH:24]=[C:23]([C:27]([F:30])([F:29])[F:28])[N:22]=3)[N:13]=[C:12]2[CH3:31])[CH:5]=1.[OH-].[Na+].[C:35](N1C=CN=C1)(N1C=CN=C1)=O.Cl.[CH3:48][N:49](C)[OH:50].C(N(CC)CC)C.